This data is from Catalyst prediction with 721,799 reactions and 888 catalyst types from USPTO. The task is: Predict which catalyst facilitates the given reaction. (1) Reactant: Br[C:2]1[S:6][C:5]([C:7]([N:9]([C:11]2[CH:16]=[CH:15][CH:14]=[C:13]([O:17][CH3:18])[CH:12]=2)[CH3:10])=[O:8])=[CH:4][CH:3]=1.[F:19][C:20]1[C:25]([O:26][CH3:27])=[CH:24][CH:23]=[C:22]([F:28])[C:21]=1B(O)O. Product: [F:19][C:20]1[C:25]([O:26][CH3:27])=[CH:24][CH:23]=[C:22]([F:28])[C:21]=1[C:2]1[S:6][C:5]([C:7]([N:9]([C:11]2[CH:16]=[CH:15][CH:14]=[C:13]([O:17][CH3:18])[CH:12]=2)[CH3:10])=[O:8])=[CH:4][CH:3]=1. The catalyst class is: 492. (2) Reactant: [NH2:1][C:2]1[CH:3]=[C:4]([C:8]([C:10]2[N:11]([C:15]3[CH:20]=[CH:19][N:18]=[C:17]([NH:21][CH2:22][C@@H:23]([OH:25])[CH3:24])[N:16]=3)[CH:12]=[CH:13][N:14]=2)=[O:9])[CH:5]=[CH:6][CH:7]=1.[F:26][C:27]([F:38])([F:37])[C:28]1[CH:29]=[C:30]([CH:34]=[CH:35][CH:36]=1)[C:31](O)=[O:32].CCN=C=NCCCN(C)C.C1C=CC2N(O)N=NC=2C=1. Product: [OH:25][C@@H:23]([CH3:24])[CH2:22][NH:21][C:17]1[N:16]=[C:15]([N:11]2[CH:12]=[CH:13][N:14]=[C:10]2[C:8]([C:4]2[CH:3]=[C:2]([NH:1][C:31](=[O:32])[C:30]3[CH:34]=[CH:35][CH:36]=[C:28]([C:27]([F:26])([F:37])[F:38])[CH:29]=3)[CH:7]=[CH:6][CH:5]=2)=[O:9])[CH:20]=[CH:19][N:18]=1. The catalyst class is: 3.